Dataset: Peptide-MHC class I binding affinity with 185,985 pairs from IEDB/IMGT. Task: Regression. Given a peptide amino acid sequence and an MHC pseudo amino acid sequence, predict their binding affinity value. This is MHC class I binding data. (1) The MHC is HLA-B15:09 with pseudo-sequence HLA-B15:09. The peptide sequence is VSRDFDDVY. The binding affinity (normalized) is 0.0847. (2) The peptide sequence is STFEHQKL. The MHC is H-2-Db with pseudo-sequence H-2-Db. The binding affinity (normalized) is 0. (3) The peptide sequence is PLSPRTLNAWV. The MHC is Mamu-A02 with pseudo-sequence Mamu-A02. The binding affinity (normalized) is 0. (4) The peptide sequence is ATVANVFLY. The MHC is HLA-A30:02 with pseudo-sequence HLA-A30:02. The binding affinity (normalized) is 0.522.